From a dataset of Full USPTO retrosynthesis dataset with 1.9M reactions from patents (1976-2016). Predict the reactants needed to synthesize the given product. (1) Given the product [CH3:12][C:13]1[O:14][C:15]2[CH:21]=[C:20]([C:22]([NH:7][C:5]3[CH:4]=[N:3][N:2]([CH3:1])[N:6]=3)=[O:23])[CH:19]=[C:18]([O:27][CH:28]3[CH2:31][N:30]([S:32]([CH3:35])(=[O:34])=[O:33])[CH2:29]3)[C:16]=2[CH:17]=1, predict the reactants needed to synthesize it. The reactants are: [CH3:1][N:2]1[N:6]=[C:5]([NH2:7])[CH:4]=[N:3]1.[Al](Cl)(C)C.[CH3:12][C:13]1[O:14][C:15]2[CH:21]=[C:20]([C:22](OCC)=[O:23])[CH:19]=[C:18]([O:27][CH:28]3[CH2:31][N:30]([S:32]([CH3:35])(=[O:34])=[O:33])[CH2:29]3)[C:16]=2[CH:17]=1. (2) The reactants are: [H-].[Na+].[NH:3]1[C:11]2[C:6](=[CH:7][CH:8]=[CH:9][CH:10]=2)[CH:5]=[CH:4]1.[CH2:12]([C:20]1[CH:30]=[CH:29][C:23]([O:24][CH2:25][CH:26]2[CH2:28][O:27]2)=[CH:22][CH:21]=1)[CH2:13][CH2:14][CH2:15][CH2:16][CH2:17][CH2:18][CH3:19].[Na+].[Cl-]. Given the product [N:3]1([CH2:28][CH:26]([OH:27])[CH2:25][O:24][C:23]2[CH:29]=[CH:30][C:20]([CH2:12][CH2:13][CH2:14][CH2:15][CH2:16][CH2:17][CH2:18][CH3:19])=[CH:21][CH:22]=2)[C:11]2[C:6](=[CH:7][CH:8]=[CH:9][CH:10]=2)[CH:5]=[CH:4]1, predict the reactants needed to synthesize it. (3) Given the product [O:1]=[C:2]1[N:10]2[C@@H:5]([CH2:6][CH2:7][C@H:8]([C:11]([OH:13])=[O:12])[CH2:9]2)[CH2:4][CH2:3]1, predict the reactants needed to synthesize it. The reactants are: [O:1]=[C:2]1[N:10]2[CH:5]([CH2:6][CH2:7][CH:8]([C:11]([O:13]C)=[O:12])[CH2:9]2)[CH2:4][CH2:3]1.C[O-].[Na+].Cl.